This data is from Peptide-MHC class I binding affinity with 185,985 pairs from IEDB/IMGT. The task is: Regression. Given a peptide amino acid sequence and an MHC pseudo amino acid sequence, predict their binding affinity value. This is MHC class I binding data. (1) The peptide sequence is MVIKWIHER. The MHC is HLA-B15:42 with pseudo-sequence HLA-B15:42. The binding affinity (normalized) is 0.213. (2) The peptide sequence is FSDLANSHQ. The MHC is H-2-Kb with pseudo-sequence H-2-Kb. The binding affinity (normalized) is 0.